Dataset: Catalyst prediction with 721,799 reactions and 888 catalyst types from USPTO. Task: Predict which catalyst facilitates the given reaction. (1) Reactant: [O:1]1[C:5]([C:6]([OH:8])=O)=[CH:4][N:3]=[CH:2]1.CCN(C(C)C)C(C)C.CCN=C=NCCCN(C)C.C1C=CC2N(O)N=NC=2C=1.[CH3:39][C@H:40]1[CH2:45][N:44]2[N:46]=[CH:47][C:48]([N:49]3[CH2:53][CH:52]([NH:54][CH3:55])[CH2:51][C:50]3=[O:56])=[C:43]2[CH2:42][N:41]1[C:57]([NH:59][C:60]1[CH:65]=[C:64]([F:66])[C:63]([F:67])=[C:62]([F:68])[CH:61]=1)=[O:58]. Product: [CH3:55][N:54]([CH:52]1[CH2:51][C:50](=[O:56])[N:49]([C:48]2[CH:47]=[N:46][N:44]3[CH2:45][C@H:40]([CH3:39])[N:41]([C:57](=[O:58])[NH:59][C:60]4[CH:65]=[C:64]([F:66])[C:63]([F:67])=[C:62]([F:68])[CH:61]=4)[CH2:42][C:43]=23)[CH2:53]1)[C:6]([C:5]1[O:1][CH:2]=[N:3][CH:4]=1)=[O:8]. The catalyst class is: 3. (2) Reactant: [C:12]([O:11][C:9](O[C:9]([O:11][C:12]([CH3:15])([CH3:14])[CH3:13])=[O:10])=[O:10])([CH3:15])([CH3:14])[CH3:13].[NH2:16][C:17]1[CH:18]=[CH:19][C:20]([Cl:23])=[N:21][CH:22]=1.O. Product: [C:12]([O:11][C:9](=[O:10])[NH:16][C:17]1[CH:22]=[N:21][C:20]([Cl:23])=[CH:19][CH:18]=1)([CH3:13])([CH3:14])[CH3:15]. The catalyst class is: 12.